From a dataset of Forward reaction prediction with 1.9M reactions from USPTO patents (1976-2016). Predict the product of the given reaction. (1) Given the reactants C(OC([N:8]1[CH2:13][CH2:12][CH2:11][C@H:10]([NH:14][CH2:15][C:16]2[CH:17]=[C:18]3[C:22](=[CH:23][C:24]=2[O:25][CH3:26])[CH2:21][O:20][C:19]3([C:31]2[CH:36]=[CH:35][CH:34]=[CH:33][CH:32]=2)[C:27]([F:30])([F:29])[F:28])[C@@H:9]1[C:37]1[CH:42]=[CH:41][CH:40]=[CH:39][CH:38]=1)=O)(C)(C)C.[ClH:43].[OH-].[Na+], predict the reaction product. The product is: [ClH:43].[ClH:43].[CH3:26][O:25][C:24]1[CH:23]=[C:22]2[C:18]([C:19]([C:31]3[CH:32]=[CH:33][CH:34]=[CH:35][CH:36]=3)([C:27]([F:30])([F:28])[F:29])[O:20][CH2:21]2)=[CH:17][C:16]=1[CH2:15][NH:14][C@H:10]1[CH2:11][CH2:12][CH2:13][NH:8][C@H:9]1[C:37]1[CH:42]=[CH:41][CH:40]=[CH:39][CH:38]=1. (2) Given the reactants [F:1][C:2]1[CH:3]=[N:4][CH:5]=[C:6]([CH:11]=1)[C:7](Cl)=[N:8][OH:9].[Cl:12][C:13]1[CH:18]=[CH:17][C:16]([C:19]#[CH:20])=[CH:15][CH:14]=1.N, predict the reaction product. The product is: [Cl:12][C:13]1[CH:18]=[CH:17][C:16]([C:19]2[O:9][N:8]=[C:7]([C:6]3[CH:5]=[N:4][CH:3]=[C:2]([F:1])[CH:11]=3)[CH:20]=2)=[CH:15][CH:14]=1. (3) Given the reactants [CH3:1][C:2]1[C:3]2[N:4]([C:8]([C:11]3[C:16]([C:17]#[N:18])=[CH:15][N:14]=[C:13](SC)[N:12]=3)=[CH:9][N:10]=2)[CH:5]=[CH:6][CH:7]=1.ClC1C=CC=C(C(OO)=O)C=1.C(=O)([O-])O.[Na+], predict the reaction product. The product is: [CH3:1][C:2]1[C:3]2[N:4]([C:8]([C:11]3[C:16]([C:17]#[N:18])=[CH:15][N:14]=[CH:13][N:12]=3)=[CH:9][N:10]=2)[CH:5]=[CH:6][CH:7]=1. (4) Given the reactants [Cl:1][C:2]1[CH:3]=[C:4]([NH:10][C:11]2[N:16]=[C:15](Cl)[CH:14]=[C:13]([Cl:18])[N:12]=2)[CH:5]=[CH:6][C:7]=1[O:8][CH3:9].[CH:19]1([NH2:26])[CH2:25][CH2:24][CH2:23][CH2:22][CH2:21][CH2:20]1.C(N(CC)CC)C, predict the reaction product. The product is: [Cl:18][C:13]1[N:12]=[C:11]([NH:10][C:4]2[CH:5]=[CH:6][C:7]([O:8][CH3:9])=[C:2]([Cl:1])[CH:3]=2)[N:16]=[C:15]([NH:26][CH:19]2[CH2:25][CH2:24][CH2:23][CH2:22][CH2:21][CH2:20]2)[CH:14]=1. (5) Given the reactants [CH3:1][O:2][C:3]1[CH:4]=[C:5]([CH3:13])[CH:6]=[C:7]([O:11]C)[C:8]=1[O:9][CH3:10].OO.[N+]([O-])(O)=[O:17].O, predict the reaction product. The product is: [CH3:10][O:9][C:8]1[C:7](=[O:11])[CH:6]=[C:5]([CH3:13])[C:4](=[O:17])[C:3]=1[O:2][CH3:1]. (6) The product is: [CH3:5][O:6][C@@H:7]1[CH2:12][CH2:11][CH2:10][C@H:9]([C:13]([O:15][CH3:16])=[O:14])[CH2:8]1.[CH3:5][O:6][C@H:7]1[CH2:12][CH2:11][CH2:10][C@H:9]([C:13]([O:15][CH3:16])=[O:14])[CH2:8]1. Given the reactants S(Cl)(Cl)=O.[CH3:5][O:6][CH:7]1[CH2:12][CH2:11][CH2:10][CH:9]([C:13]([OH:15])=[O:14])[CH2:8]1.[CH3:16]O, predict the reaction product. (7) Given the reactants [CH3:1][C:2]1[N:7]=[CH:6][C:5]([CH2:8][NH:9][C:10]([C:12]2[C:17](C(O)=O)=[CH:16][CH:15]=[CH:14][C:13]=2C2C=CC=CC=2)=[O:11])=[CH:4][N:3]=1.Cl.[CH3:28][N:29]([CH3:38])[CH2:30][CH2:31][CH2:32]N=C=NCC.[OH2:39].ON1[C:45]2[CH:46]=[CH:47][CH:48]=[CH:49][C:44]=2N=N1.N1CCC[CH2:51]1.C(N(CC)C(C)C)(C)C, predict the reaction product. The product is: [CH3:51][C:44]1[CH:49]=[CH:48][C:47]([C:16]2[CH:15]=[C:14]([C:28]([N:29]3[CH2:38][CH2:32][CH2:31][CH2:30]3)=[O:39])[CH:13]=[C:12]([C:10]([NH:9][CH2:8][C:5]3[CH:6]=[N:7][C:2]([CH3:1])=[N:3][CH:4]=3)=[O:11])[CH:17]=2)=[CH:46][CH:45]=1. (8) Given the reactants [OH:32][CH2:31][C@H:27]([NH:26][C:18]1[C:19]2[S:24][C:23](=[O:25])[NH:22][C:20]=2[N:21]=[C:16]([S:15][S:15][C:16]2[N:17]=[C:18]([NH:26][C@@H:27]([CH2:31][OH:32])[CH2:28][CH2:29][CH3:30])[C:19]3[S:24][C:23](=[O:25])[NH:22][C:20]=3[N:21]=2)[N:17]=1)[CH2:28][CH2:29][CH3:30].Cl[C@@H:38]([C:40]1[CH:45]=[CH:44][CH:43]=[CH:42][CH:41]=1)[CH3:39], predict the reaction product. The product is: [OH:32][CH2:31][C@H:27]([NH:26][C:18]1[C:19]2[S:24][C:23](=[O:25])[NH:22][C:20]=2[N:21]=[C:16]([S:15][C@H:38]([C:40]2[CH:45]=[CH:44][CH:43]=[CH:42][CH:41]=2)[CH3:39])[N:17]=1)[CH2:28][CH2:29][CH3:30]. (9) Given the reactants Cl.[Cl:2][C:3]1[CH:15]=[CH:14][C:6]([O:7][CH:8]2[CH2:13][CH2:12][NH:11][CH2:10][CH2:9]2)=[CH:5][CH:4]=1.C(N(C(C)C)CC)(C)C.[N:25]([CH2:28][C:29]1[CH:34]=[CH:33][CH:32]=[CH:31][C:30]=1[O:35][CH2:36][CH3:37])=[C:26]=[O:27], predict the reaction product. The product is: [CH2:36]([O:35][C:30]1[CH:31]=[CH:32][CH:33]=[CH:34][C:29]=1[CH2:28][NH:25][C:26]([N:11]1[CH2:10][CH2:9][CH:8]([O:7][C:6]2[CH:14]=[CH:15][C:3]([Cl:2])=[CH:4][CH:5]=2)[CH2:13][CH2:12]1)=[O:27])[CH3:37]. (10) Given the reactants C(O[C:6](=O)[N:7]([C@@H:9]([CH3:49])[C:10]([NH:12][C@@H:13]([CH:41]1[CH2:46][CH2:45][C:44]([F:48])([F:47])[CH2:43][CH2:42]1)[C:14]([N:16]1[C@H:21]([C:22](=[O:34])[NH:23][C@H:24]2[C:33]3[C:28](=[CH:29][CH:30]=[CH:31][CH:32]=3)[O:27][CH2:26][CH2:25]2)[CH2:20][N:19]2[CH2:35][C@H:36]([O:38][CH2:39][CH3:40])[CH2:37][C@@H:18]2[CH2:17]1)=[O:15])=[O:11])C)(C)(C)C.Cl.[OH-].[Na+], predict the reaction product. The product is: [F:48][C:44]1([F:47])[CH2:45][CH2:46][CH:41]([C@H:13]([NH:12][C:10](=[O:11])[C@H:9]([CH3:49])[NH:7][CH3:6])[C:14]([N:16]2[C@H:21]([C:22]([NH:23][C@H:24]3[C:33]4[C:28](=[CH:29][CH:30]=[CH:31][CH:32]=4)[O:27][CH2:26][CH2:25]3)=[O:34])[CH2:20][N:19]3[CH2:35][C@H:36]([O:38][CH2:39][CH3:40])[CH2:37][C@@H:18]3[CH2:17]2)=[O:15])[CH2:42][CH2:43]1.